From a dataset of Peptide-MHC class II binding affinity with 134,281 pairs from IEDB. Regression. Given a peptide amino acid sequence and an MHC pseudo amino acid sequence, predict their binding affinity value. This is MHC class II binding data. (1) The peptide sequence is INEPTAAAIAYGNDR. The MHC is HLA-DQA10102-DQB10602 with pseudo-sequence HLA-DQA10102-DQB10602. The binding affinity (normalized) is 0.657. (2) The peptide sequence is ATSLDTMTQMNQAFR. The MHC is DRB1_1501 with pseudo-sequence DRB1_1501. The binding affinity (normalized) is 0.110. (3) The peptide sequence is TAVAKCNEKHDEEFC. The MHC is DRB3_0101 with pseudo-sequence DRB3_0101. The binding affinity (normalized) is 0.1000. (4) The peptide sequence is LEAKATFYGSNPRGA. The MHC is DRB1_0802 with pseudo-sequence DRB1_0802. The binding affinity (normalized) is 0.0993. (5) The peptide sequence is FTAGLTYSQLMTLKD. The MHC is DRB1_0101 with pseudo-sequence DRB1_0101. The binding affinity (normalized) is 0.622. (6) The MHC is HLA-DQA10501-DQB10201 with pseudo-sequence HLA-DQA10501-DQB10201. The peptide sequence is LGHDGTVWAQSADFP. The binding affinity (normalized) is 0.616.